Dataset: Reaction yield outcomes from USPTO patents with 853,638 reactions. Task: Predict the reaction yield, written as a fraction of the theoretical maximum amount of product (1.0 means a 100% yield; for example, 0.34 means a 34% yield). (1) The reactants are [CH2:1]([S:3][C:4]1[CH:12]=[C:11]([N:13]2[CH2:18][CH2:17][O:16][CH2:15][C@H:14]2[CH3:19])[CH:10]=[C:9]([CH3:20])[C:5]=1[C:6]([NH2:8])=[O:7])[CH3:2].[OH-].[Na+].[Cl:23][C:24]1[CH:31]=[CH:30][C:27]([CH2:28]Br)=[CH:26][CH:25]=1. The catalyst is C1C=CC=CC=1.O1CCCC1.S([O-])(O)(=O)=O.C([N+](CCCC)(CCCC)CCCC)CCC. The product is [Cl:23][C:24]1[CH:31]=[CH:30][C:27]([CH2:28][NH:8][C:6](=[O:7])[C:5]2[C:9]([CH3:20])=[CH:10][C:11]([N:13]3[CH2:18][CH2:17][O:16][CH2:15][C@H:14]3[CH3:19])=[CH:12][C:4]=2[S:3][CH2:1][CH3:2])=[CH:26][CH:25]=1. The yield is 0.320. (2) The reactants are [CH3:1][O:2][CH:3]=[CH:4][C:5]1[CH:27]=[CH:26][C:8]2[C:9]([CH2:12][CH2:13][C:14]3[N:15]=[C:16]([C:20]4[CH:25]=[CH:24][CH:23]=[CH:22][CH:21]=4)[O:17][C:18]=3[CH3:19])=[N:10][O:11][C:7]=2[CH:6]=1.O.[C:29]1(C)C=CC(S(O)(=O)=O)=CC=1.[CH2:40]([OH:42])[CH3:41]. No catalyst specified. The product is [CH2:1]([O:2][CH:3]([O:42][CH2:40][CH3:41])[CH2:4][C:5]1[CH:27]=[CH:26][C:8]2[C:9]([CH2:12][CH2:13][C:14]3[N:15]=[C:16]([C:20]4[CH:25]=[CH:24][CH:23]=[CH:22][CH:21]=4)[O:17][C:18]=3[CH3:19])=[N:10][O:11][C:7]=2[CH:6]=1)[CH3:29]. The yield is 0.920. (3) The reactants are [CH3:1][O:2][C:3]1[C:17]2[CH:16]3[CH2:18][CH2:19][CH:13]([CH2:14][CH2:15]3)[C:12]=2[C:6]2[O:7][CH:8]([CH2:10][NH2:11])[CH2:9][C:5]=2[CH:4]=1.C(N(C(C)C)CC)(C)C.Cl[C:30]([O:32][CH2:33][C:34]1[CH:39]=[CH:38][CH:37]=[CH:36][CH:35]=1)=[O:31].O1C(CNC(=O)OCC2C=CC=CC=2)CC2C=CC3CCCC=3C1=2. No catalyst specified. The product is [CH3:1][O:2][C:3]1[C:17]2[CH:16]3[CH2:18][CH2:19][CH:13]([CH2:14][CH2:15]3)[C:12]=2[C:6]2[O:7][CH:8]([CH2:10][NH:11][C:30](=[O:31])[O:32][CH2:33][C:34]3[CH:39]=[CH:38][CH:37]=[CH:36][CH:35]=3)[CH2:9][C:5]=2[CH:4]=1. The yield is 0.930. (4) The reactants are Br[C:2]1[CH:7]=[CH:6][C:5]([C:8](=[O:10])[CH3:9])=[CH:4][C:3]=1[N+:11]([O-:13])=[O:12].[CH2:14](OB(C=C)OCCCC)[CH2:15]CC.C(=O)([O-])[O-].[Na+].[Na+]. The catalyst is C1COCC1.O. The product is [N+:11]([C:3]1[CH:4]=[C:5]([C:8](=[O:10])[CH3:9])[CH:6]=[CH:7][C:2]=1[CH:14]=[CH2:15])([O-:13])=[O:12]. The yield is 0.870. (5) The reactants are CS(O[CH2:6][C:7]1([CH2:11][N:12]2[CH:16]=[C:15]([N+:17]([O-:19])=[O:18])[CH:14]=[N:13]2)[CH2:10][O:9][CH2:8]1)(=O)=O.C([O-])([O-])=O.[K+].[K+].[CH3:26][NH:27][CH3:28]. The catalyst is C(#N)C.C(Cl)Cl. The yield is 0.150. The product is [CH3:26][N:27]([CH3:28])[CH2:6][C:7]1([CH2:11][N:12]2[CH:16]=[C:15]([N+:17]([O-:19])=[O:18])[CH:14]=[N:13]2)[CH2:10][O:9][CH2:8]1. (6) The reactants are [N+:1]([C:4]1[CH:5]=[C:6]2[C:10](=[CH:11][CH:12]=1)[N:9]([C:13]1[CH:18]=[CH:17][N:16]=[CH:15][CH:14]=1)[CH:8]=[CH:7]2)([O-])=O. The catalyst is [Pd].C(OCC)(=O)C.CCO. The product is [N:16]1[CH:17]=[CH:18][C:13]([N:9]2[C:10]3[C:6](=[CH:5][C:4]([NH2:1])=[CH:12][CH:11]=3)[CH:7]=[CH:8]2)=[CH:14][CH:15]=1. The yield is 0.650.